Dataset: Reaction yield outcomes from USPTO patents with 853,638 reactions. Task: Predict the reaction yield, written as a fraction of the theoretical maximum amount of product (1.0 means a 100% yield; for example, 0.34 means a 34% yield). (1) The reactants are [Br:1][C:2]1[CH:10]=[C:9]([F:11])[C:5]([C:6]([OH:8])=[O:7])=[C:4]([F:12])[CH:3]=1.[Si](Cl)(C)(C)[CH3:14]. The catalyst is CO.[OH-].[Na+]. The product is [CH3:14][O:7][C:6](=[O:8])[C:5]1[C:4]([F:12])=[CH:3][C:2]([Br:1])=[CH:10][C:9]=1[F:11]. The yield is 0.810. (2) The reactants are [NH2:1][C:2]1[C:3]2[C:10]([C:11]3[CH:16]=[CH:15][C:14]([CH3:17])=[CH:13][CH:12]=3)=[C:9]([CH:18]=O)[N:8]([CH2:20][CH2:21][CH2:22][O:23][Si](C(C)(C)C)(C)C)[C:4]=2[N:5]=[CH:6][N:7]=1.N1CCCCC1.[C:37]([CH2:39][C:40]([NH2:42])=[O:41])#[N:38]. The catalyst is C1COCC1.C(O)(C)C.C(OCC)(=O)C. The product is [NH2:1][C:2]1[C:3]2[C:10]([C:11]3[CH:16]=[CH:15][C:14]([CH3:17])=[CH:13][CH:12]=3)=[C:9]([CH:18]=[C:39]([C:37]#[N:38])[C:40]([NH2:42])=[O:41])[N:8]([CH2:20][CH2:21][CH2:22][OH:23])[C:4]=2[N:5]=[CH:6][N:7]=1. The yield is 0.420.